Dataset: Full USPTO retrosynthesis dataset with 1.9M reactions from patents (1976-2016). Task: Predict the reactants needed to synthesize the given product. (1) Given the product [CH2:1]([O:8][C:9]([NH:11][CH:12]1[CH2:21][C:20]2[C:15](=[CH:16][CH:17]=[CH:18][CH:19]=2)[C:14]([OH:22])([CH2:28][S:29]([CH3:32])(=[O:31])=[O:30])[CH2:13]1)=[O:10])[C:2]1[CH:7]=[CH:6][CH:5]=[CH:4][CH:3]=1, predict the reactants needed to synthesize it. The reactants are: [CH2:1]([O:8][C:9]([NH:11][CH:12]1[CH2:21][C:20]2[C:15](=[CH:16][CH:17]=[CH:18][CH:19]=2)[C:14](=[O:22])[CH2:13]1)=[O:10])[C:2]1[CH:7]=[CH:6][CH:5]=[CH:4][CH:3]=1.CS([Li])(=O)=O.[CH3:28][S:29]([CH3:32])(=[O:31])=[O:30]. (2) Given the product [Br:1][C:2]1[CH:7]=[CH:6][N:5]=[C:4]2[N:8]([S:12]([C:15]3[CH:16]=[CH:17][CH:18]=[CH:19][CH:20]=3)(=[O:14])=[O:13])[C:9]([CH2:11][OH:39])=[CH:10][C:3]=12, predict the reactants needed to synthesize it. The reactants are: [Br:1][C:2]1[CH:7]=[CH:6][N:5]=[C:4]2[N:8]([S:12]([C:15]3[CH:20]=[CH:19][CH:18]=[CH:17][CH:16]=3)(=[O:14])=[O:13])[C:9]([CH3:11])=[CH:10][C:3]=12.[Li+].CC([N-]C(C)C)C.CCCCCCC.C1C[O:39]CC1.C(C1C=CC=CC=1)C.C=O.[Cl-].[NH4+]. (3) Given the product [Cl:1][C:2]1[CH:3]=[C:4]([C:14]2([OH:21])[CH2:15][CH:16]([C:18]([N:26]3[CH2:27][C:28]4[CH:33]=[CH:32][CH:31]=[CH:30][C:29]=4[O:23][CH2:24][CH2:25]3)=[O:19])[CH2:17]2)[CH:5]=[CH:6][C:7]=1[CH2:8][N:9]1[CH2:10][CH2:11][CH2:12][CH2:13]1, predict the reactants needed to synthesize it. The reactants are: [Cl:1][C:2]1[CH:3]=[C:4]([C:14]2([OH:21])[CH2:17][CH:16]([C:18](O)=[O:19])[CH2:15]2)[CH:5]=[CH:6][C:7]=1[CH2:8][N:9]1[CH2:13][CH2:12][CH2:11][CH2:10]1.Cl.[O:23]1[C:29]2[CH:30]=[CH:31][CH:32]=[CH:33][C:28]=2[CH2:27][NH:26][CH2:25][CH2:24]1.C(N(CC)CC)C.C(P1(=O)OP(CCC)(=O)OP(CCC)(=O)O1)CC.[OH-].[Na+]. (4) Given the product [F:33][C:27]1[C:28]([F:32])=[CH:29][CH:30]=[CH:31][C:26]=1[CH2:25][S:24][C:18]1[N:17]=[C:16]([NH:15][S:14]([N:11]2[CH2:10][CH2:9][N:8]([CH2:7][C:6]([OH:36])=[O:5])[CH2:13][CH2:12]2)(=[O:34])=[O:35])[CH:21]=[C:20]([O:22][CH3:23])[N:19]=1, predict the reactants needed to synthesize it. The reactants are: [OH-].[Na+].C([O:5][C:6](=[O:36])[CH2:7][N:8]1[CH2:13][CH2:12][N:11]([S:14](=[O:35])(=[O:34])[NH:15][C:16]2[CH:21]=[C:20]([O:22][CH3:23])[N:19]=[C:18]([S:24][CH2:25][C:26]3[CH:31]=[CH:30][CH:29]=[C:28]([F:32])[C:27]=3[F:33])[N:17]=2)[CH2:10][CH2:9]1)C. (5) Given the product [F:1][C:2]([F:42])([F:41])[C:3]1[CH:4]=[C:5]([C@H:13]2[O:17][C:16](=[O:18])[N:15]([CH2:19][C:20]3[C:25]([C:26]4[C:27]([O:33][CH3:34])=[N:28][CH:29]=[C:30]([C:48]5[C:44]([CH3:43])=[N:45][NH:46][C:47]=5[CH3:58])[CH:31]=4)=[CH:24][N:23]=[C:22]([N:35]4[CH2:38][CH:37]([F:39])[CH2:36]4)[N:21]=3)[C@H:14]2[CH3:40])[CH:6]=[C:7]([C:9]([F:12])([F:11])[F:10])[CH:8]=1, predict the reactants needed to synthesize it. The reactants are: [F:1][C:2]([F:42])([F:41])[C:3]1[CH:4]=[C:5]([C@H:13]2[O:17][C:16](=[O:18])[N:15]([CH2:19][C:20]3[C:25]([C:26]4[C:27]([O:33][CH3:34])=[N:28][CH:29]=[C:30](Cl)[CH:31]=4)=[CH:24][N:23]=[C:22]([N:35]4[CH2:38][CH:37]([F:39])[CH2:36]4)[N:21]=3)[C@H:14]2[CH3:40])[CH:6]=[C:7]([C:9]([F:12])([F:11])[F:10])[CH:8]=1.[CH3:43][C:44]1[C:48](B2OC(C)(C)C(C)(C)O2)=[C:47]([CH3:58])[NH:46][N:45]=1.P([O-])([O-])([O-])=O.[K+].[K+].[K+].[Cl-].[Na+].O.C(OCC)(=O)C. (6) Given the product [Cl:12][C:9]1[N:8]=[N:7][C:6]([NH:5][CH:3]2[CH2:2][N:1]([C:16]([C:15]3[CH:19]=[C:20]([CH:21]=[CH:22][C:14]=3[F:13])[CH:23]=[O:24])=[O:17])[CH2:4]2)=[CH:11][CH:10]=1, predict the reactants needed to synthesize it. The reactants are: [NH:1]1[CH2:4][CH:3]([NH:5][C:6]2[N:7]=[N:8][C:9]([Cl:12])=[CH:10][CH:11]=2)[CH2:2]1.[F:13][C:14]1[CH:22]=[CH:21][C:20]([CH:23]=[O:24])=[CH:19][C:15]=1[C:16](O)=[O:17].F[P-](F)(F)(F)(F)F.N1(OC(N(C)C)=[N+](C)C)C2C=CC=CC=2N=N1.C(N(CC)C(C)C)(C)C. (7) Given the product [CH2:1]([N:8]([CH2:18][C:19]1[CH:20]=[CH:21][CH:22]=[CH:23][CH:24]=1)[CH:9]([CH2:13][O:14][CH:15]([F:16])[F:17])[C:10]([NH:46][CH2:45][C:44]1[CH:47]=[CH:48][C:41]([F:40])=[CH:42][CH:43]=1)=[O:11])[C:2]1[CH:3]=[CH:4][CH:5]=[CH:6][CH:7]=1, predict the reactants needed to synthesize it. The reactants are: [CH2:1]([N:8]([CH2:18][C:19]1[CH:24]=[CH:23][CH:22]=[CH:21][CH:20]=1)[CH:9]([CH2:13][O:14][CH:15]([F:17])[F:16])[C:10](O)=[O:11])[C:2]1[CH:7]=[CH:6][CH:5]=[CH:4][CH:3]=1.C(N(CC)CC)C.ClC(OCC(C)C)=O.[F:40][C:41]1[CH:48]=[CH:47][C:44]([CH2:45][NH2:46])=[CH:43][CH:42]=1.